Predict the reaction yield, written as a fraction of the theoretical maximum amount of product (1.0 means a 100% yield; for example, 0.34 means a 34% yield). From a dataset of Reaction yield outcomes from USPTO patents with 853,638 reactions. (1) The reactants are [CH:1]([NH:4][C:5]1[C:14]2[C:9](=[CH:10][C:11]([C:15]3[CH:20]=CC(S(C)(=O)=O)=C[CH:16]=3)=[CH:12][CH:13]=2)[N:8]=[N:7][C:6]=1[C:25]([NH:27][CH3:28])=[O:26])([CH3:3])[CH3:2].[C:29]([B-](F)(F)F)(C)=[CH2:30].[K+].CCN(CC)CC. The catalyst is CCO.C1C=CC(P(C2C=CC=CC=2)[C-]2C=CC=C2)=CC=1.C1C=CC(P(C2C=CC=CC=2)[C-]2C=CC=C2)=CC=1.Cl[Pd]Cl.[Fe+2]. The product is [CH:3]1([C@H:1]([NH:4][C:5]2[C:14]3[C:9](=[CH:10][C:11]([C:15]([CH3:20])=[CH2:16])=[CH:12][CH:13]=3)[N:8]=[N:7][C:6]=2[C:25]([NH:27][CH3:28])=[O:26])[CH3:2])[CH2:30][CH2:29]1. The yield is 0.650. (2) The reactants are Br[C:2]1[CH:7]=[C:6]([C:8]([CH3:11])([CH3:10])[CH3:9])[CH:5]=[C:4]([C:12]([CH3:15])([CH3:14])[CH3:13])[CH:3]=1.C([Li])CCC.CCCCCC.[B:27](OC)([O:30]C)[O:28]C.Cl. The catalyst is O1CCCC1. The product is [C:12]([C:4]1[CH:3]=[C:2]([B:27]([OH:30])[OH:28])[CH:7]=[C:6]([C:8]([CH3:11])([CH3:10])[CH3:9])[CH:5]=1)([CH3:15])([CH3:14])[CH3:13]. The yield is 0.910. (3) The reactants are [NH:1]([C:3]1[CH:4]=[C:5]([CH2:9][C:10]([O:12][CH2:13][CH3:14])=[O:11])[CH:6]=[CH:7][CH:8]=1)[NH2:2].[F:15][C:16]([F:23])([F:22])[C:17](=O)[CH2:18][C:19]#[N:20]. The catalyst is CCO. The product is [NH2:20][C:19]1[N:1]([C:3]2[CH:4]=[C:5]([CH2:9][C:10]([O:12][CH2:13][CH3:14])=[O:11])[CH:6]=[CH:7][CH:8]=2)[N:2]=[C:17]([C:16]([F:23])([F:22])[F:15])[CH:18]=1. The yield is 0.570. (4) The reactants are [S:1]1[CH:5]=[CH:4][N:3]=[C:2]1[NH:6][C:7](=[O:13])[O:8][C:9]([CH3:12])([CH3:11])[CH3:10].C([Li])CCC.[CH2:19]([Sn:23](Cl)([CH2:28][CH2:29][CH2:30][CH3:31])[CH2:24][CH2:25][CH2:26][CH3:27])[CH2:20][CH2:21][CH3:22]. The catalyst is C1COCC1. The product is [CH2:28]([Sn:23]([CH2:19][CH2:20][CH2:21][CH3:22])([CH2:24][CH2:25][CH2:26][CH3:27])[C:5]1[S:1][C:2]([NH:6][C:7](=[O:13])[O:8][C:9]([CH3:10])([CH3:12])[CH3:11])=[N:3][CH:4]=1)[CH2:29][CH2:30][CH3:31]. The yield is 0.650. (5) The reactants are [Br:1][C:2]1[C:3]([C:13]([F:16])([F:15])[F:14])=[N:4][CH:5]=[C:6](/[CH:8]=[CH:9]/OCC)[CH:7]=1.O.Cl.[CH3:19][NH:20][CH3:21].C(O[BH-](OC(=O)C)OC(=O)C)(=O)C.[Na+]. The product is [Br:1][C:2]1[CH:7]=[C:6]([CH2:8][CH2:9][N:20]([CH3:21])[CH3:19])[CH:5]=[N:4][C:3]=1[C:13]([F:16])([F:15])[F:14]. The catalyst is CC(O)=O.C(Cl)Cl. The yield is 0.150. (6) The reactants are [NH4+].[OH-].[C:3]([CH2:5][CH2:6][CH2:7][CH2:8][N:9]([CH2:22][CH2:23][CH2:24][C:25]#[N:26])[S:10]([C:13]1[C:18]([CH3:19])=[CH:17][C:16]([CH3:20])=[CH:15][C:14]=1[CH3:21])(=[O:12])=[O:11])#[N:4]. The catalyst is [Ni].CO.C1COCC1. The product is [C:14]1([CH3:21])[CH:15]=[C:16]([CH3:20])[CH:17]=[C:18]([CH3:19])[C:13]=1[S:10]([N:9]([CH2:8][CH2:7][CH2:6][CH2:5][CH2:3][NH2:4])[CH2:22][CH2:23][CH2:24][CH2:25][NH2:26])(=[O:11])=[O:12]. The yield is 0.910. (7) The reactants are [CH3:1][N:2]1[CH2:7][CH2:6][NH:5][C@H:4]([CH2:8][OH:9])[CH2:3]1.[OH-].[Na+].[C:20](O[C:20]([O:22][C:23]([CH3:26])([CH3:25])[CH3:24])=[O:21])([O:22][C:23]([CH3:26])([CH3:25])[CH3:24])=[O:21].[H-].[Na+].[C:29]1([N:35]2[CH2:40][CH2:39][N:38]([C:41](OC3C=CC([N+]([O-])=O)=CC=3)=[O:42])[CH2:37][CH2:36]2)[CH:34]=[CH:33][CH:32]=[CH:31][CH:30]=1. The catalyst is O.O1CCOCC1. The product is [C:23]([O:22][C:20]([N:5]1[CH2:6][CH2:7][N:2]([CH3:1])[CH2:3][C@H:4]1[CH2:8][O:9][C:41]([N:38]1[CH2:39][CH2:40][N:35]([C:29]2[CH:30]=[CH:31][CH:32]=[CH:33][CH:34]=2)[CH2:36][CH2:37]1)=[O:42])=[O:21])([CH3:24])([CH3:25])[CH3:26]. The yield is 0.180. (8) The reactants are [F:8][C:7]([F:10])([F:9])[C:6](O[C:6](=[O:11])[C:7]([F:10])([F:9])[F:8])=[O:11].[CH3:14][C:15]([O:18][C:19](=[O:25])[N:20]([CH2:22][CH2:23][NH2:24])[CH3:21])([CH3:17])[CH3:16].C(N(CC)CC)C. The catalyst is ClCCl. The product is [CH3:17][C:15]([O:18][C:19](=[O:25])[N:20]([CH3:21])[CH2:22][CH2:23][NH:24][C:6](=[O:11])[C:7]([F:8])([F:9])[F:10])([CH3:14])[CH3:16]. The yield is 0.930. (9) The reactants are C([NH:20][S:21](=[O:46])(=[O:45])[O:22][CH2:23][C@@H:24]1[C@@H:31]2[C@@H:27]([O:28]C(C)(C)[O:30]2)[C@H:26]([N:34]2[CH:42]=[N:41][C:40]3[C:35]2=[N:36][CH:37]=[N:38][C:39]=3[CH2:43][CH3:44])[O:25]1)(C1C=CC=CC=1)(C1C=CC=CC=1)C1C=CC=CC=1. The catalyst is C(O)(C(F)(F)F)=O.O. The product is [S:21](=[O:46])(=[O:45])([O:22][CH2:23][C@@H:24]1[C@@H:31]([OH:30])[C@@H:27]([OH:28])[C@H:26]([N:34]2[CH:42]=[N:41][C:40]3[C:35]2=[N:36][CH:37]=[N:38][C:39]=3[CH2:43][CH3:44])[O:25]1)[NH2:20]. The yield is 0.840.